Task: Predict the product of the given reaction.. Dataset: Forward reaction prediction with 1.9M reactions from USPTO patents (1976-2016) (1) Given the reactants C[O:2][C:3]([C:5]1[C:13]2[O:12][N:11]=[C:10]([NH:14][C:15]3[CH:20]=[CH:19][C:18]([CH2:21][CH3:22])=[CH:17][CH:16]=3)[C:9]=2[CH:8]=[CH:7][C:6]=1[Cl:23])=[O:4].O[Li].O, predict the reaction product. The product is: [Cl:23][C:6]1[CH:7]=[CH:8][C:9]2[C:10]([NH:14][C:15]3[CH:16]=[CH:17][C:18]([CH2:21][CH3:22])=[CH:19][CH:20]=3)=[N:11][O:12][C:13]=2[C:5]=1[C:3]([OH:4])=[O:2]. (2) Given the reactants [CH2:1]([CH:8]([C:23](OC)=[O:24])[CH2:9][C@@H:10]([C:19](OC)=[O:20])[NH:11][C:12]([O:14][C:15]([CH3:18])([CH3:17])[CH3:16])=[O:13])[C:2]1[CH:7]=[CH:6][CH:5]=[CH:4][CH:3]=1.[Cl-].[Ca+2].[Cl-].[BH4-].[Na+], predict the reaction product. The product is: [CH2:1]([CH:8]([CH2:23][OH:24])[CH2:9][C@H:10]([NH:11][C:12](=[O:13])[O:14][C:15]([CH3:16])([CH3:17])[CH3:18])[CH2:19][OH:20])[C:2]1[CH:3]=[CH:4][CH:5]=[CH:6][CH:7]=1. (3) Given the reactants Cl.[NH2:2][OH:3].C([O-])(=O)C.[Na+].[Br:9][C:10]1[CH:22]=[C:21]2[C:13]([C:14]3[C:15](=O)[CH2:16][CH2:17][CH2:18][C:19]=3[N:20]2[CH3:23])=[CH:12][CH:11]=1, predict the reaction product. The product is: [Br:9][C:10]1[CH:22]=[C:21]2[C:13]([C:14]3[C:15](=[N:2][OH:3])[CH2:16][CH2:17][CH2:18][C:19]=3[N:20]2[CH3:23])=[CH:12][CH:11]=1.